From a dataset of Forward reaction prediction with 1.9M reactions from USPTO patents (1976-2016). Predict the product of the given reaction. (1) The product is: [F:1][C:2]1[CH:7]=[CH:6][C:5]([N+:8]([O-:10])=[O:9])=[CH:4][C:3]=1[N:11]1[C:15](=[O:16])[N:14]([CH3:17])[N:13]=[N:12]1. Given the reactants [F:1][C:2]1[CH:7]=[CH:6][C:5]([N+:8]([O-:10])=[O:9])=[CH:4][C:3]=1[N:11]1[C:15](=[O:16])[NH:14][N:13]=[N:12]1.[CH3:17]N(C=O)C.C([O-])([O-])=O.[K+].[K+].CI, predict the reaction product. (2) Given the reactants [Cl:1][C:2]1[CH:9]=[CH:8][CH:7]=[C:6]([Cl:10])[C:3]=1[CH:4]=O.[C:11]([C:14]1[CH:19]=[CH:18][CH:17]=[CH:16][CH:15]=1)(=[O:13])[CH3:12].[OH-].[Na+], predict the reaction product. The product is: [Cl:1][C:2]1[CH:9]=[CH:8][CH:7]=[C:6]([Cl:10])[C:3]=1[CH:4]=[CH:12][C:11]([C:14]1[CH:19]=[CH:18][CH:17]=[CH:16][CH:15]=1)=[O:13]. (3) Given the reactants [NH2:1][C:2]1[CH:9]=[CH:8][C:7]([Cl:10])=[CH:6][C:3]=1[C:4]#[N:5].[N:11]1[CH:16]=[CH:15][C:14]([C:17]2([CH2:22][C:23](O)=[O:24])[NH:21][CH:20]=[CH:19][S:18]2)=[CH:13][CH:12]=1, predict the reaction product. The product is: [C:4]([C:3]1[CH:6]=[C:7]([Cl:10])[CH:8]=[CH:9][C:2]=1[NH:1][C:23](=[O:24])[CH2:22][C:17]1([C:14]2[CH:15]=[CH:16][N:11]=[CH:12][CH:13]=2)[NH:21][CH:20]=[CH:19][S:18]1)#[N:5].